Dataset: Reaction yield outcomes from USPTO patents with 853,638 reactions. Task: Predict the reaction yield, written as a fraction of the theoretical maximum amount of product (1.0 means a 100% yield; for example, 0.34 means a 34% yield). (1) The reactants are [CH:1]1([N:4]([CH:26]2[CH2:28][CH2:27]2)[C:5]([C:7]2[N:23]([CH2:24][CH3:25])[C:10]3=[N:11][C:12]([NH:19][C:20]([NH2:22])=[S:21])=[C:13]4[N:17]=[CH:16][N:15]([CH3:18])[C:14]4=[C:9]3[CH:8]=2)=[O:6])[CH2:3][CH2:2]1.Cl[CH2:30][C:31](=O)[CH3:32]. The catalyst is CCO. The product is [CH:26]1([N:4]([CH:1]2[CH2:2][CH2:3]2)[C:5]([C:7]2[N:23]([CH2:24][CH3:25])[C:10]3=[N:11][C:12]([NH:19][C:20]4[S:21][CH:30]=[C:31]([CH3:32])[N:22]=4)=[C:13]4[N:17]=[CH:16][N:15]([CH3:18])[C:14]4=[C:9]3[CH:8]=2)=[O:6])[CH2:27][CH2:28]1. The yield is 0.120. (2) The reactants are [CH3:1][C:2]1[CH:3]=[C:4]([CH:8]=[CH:9][C:10]=1[C:11]([N:13]1[CH2:17][CH2:16][CH2:15][CH2:14]1)=[O:12])[C:5]([OH:7])=O.CN(C(ON1N=NC2C=CC=CC1=2)=[N+](C)C)C.[B-](F)(F)(F)F.C(N(C(C)C)CC)(C)C.[Cl:49][C:50]1[CH:63]=[CH:62][C:53]2[NH:54][C:55]([C@@H:57]([NH2:61])[C@H:58]([OH:60])[CH3:59])=[N:56][C:52]=2[CH:51]=1.ClCl. The catalyst is O1CCCC1.C(OCC)(=O)C.C(O)C. The product is [Cl:49][C:50]1[CH:63]=[CH:62][C:53]2[NH:54][C:55]([C@@H:57]([NH:61][C:5](=[O:7])[C:4]3[CH:8]=[CH:9][C:10]([C:11]([N:13]4[CH2:17][CH2:16][CH2:15][CH2:14]4)=[O:12])=[C:2]([CH3:1])[CH:3]=3)[C@H:58]([OH:60])[CH3:59])=[N:56][C:52]=2[CH:51]=1. The yield is 0.450. (3) The reactants are [CH3:1][O:2][C:3](=[O:21])[C:4]1[CH:9]=[C:8]([CH:10]([OH:12])[CH3:11])[C:7]([C:13]([F:16])([F:15])[F:14])=[CH:6][C:5]=1[NH:17]C(=O)C.O.[C:23]1(C)[CH:28]=CC(S(O)(=O)=O)=C[CH:24]=1. The catalyst is CC(O)C. The product is [CH3:1][O:2][C:3](=[O:21])[C:4]1[CH:9]=[C:8]([CH:10]([O:12][CH:23]([CH3:28])[CH3:24])[CH3:11])[C:7]([C:13]([F:14])([F:15])[F:16])=[CH:6][C:5]=1[NH2:17]. The yield is 0.140.